From a dataset of Catalyst prediction with 721,799 reactions and 888 catalyst types from USPTO. Predict which catalyst facilitates the given reaction. (1) Reactant: Br[C:2]1[CH:3]=[C:4]2[C:9](=[CH:10][CH:11]=1)[N:8]([CH3:12])[C:7](=[O:13])[CH2:6][CH2:5]2.[CH3:14][C:15]1([CH3:31])[C:19]([CH3:21])([CH3:20])[O:18][B:17]([B:17]2[O:18][C:19]([CH3:21])([CH3:20])[C:15]([CH3:31])([CH3:14])[O:16]2)[O:16]1.ClCCl.C([O-])(=O)C.[K+]. Product: [CH3:12][N:8]1[C:9]2[C:4](=[CH:3][C:2]([B:17]3[O:18][C:19]([CH3:21])([CH3:20])[C:15]([CH3:31])([CH3:14])[O:16]3)=[CH:11][CH:10]=2)[CH2:5][CH2:6][C:7]1=[O:13]. The catalyst class is: 75. (2) Reactant: [CH3:1][O:2][C:3]1[CH:4]=[C:5]2[C:10](=[CH:11][C:12]=1[O:13][CH3:14])[N:9]=[CH:8][CH:7]=[C:6]2[O:15][C:16]1[C:22]([CH3:23])=[CH:21][C:19]([NH2:20])=[C:18]([CH3:24])[CH:17]=1.C1(C)C=CC=CC=1.C(N(CC)CC)C.ClC(Cl)(O[C:43](=[O:49])[O:44][C:45](Cl)(Cl)Cl)Cl.[F:51][C:52]1[CH:53]=[C:54]([CH:59]=[CH:60][CH:61]=1)[O:55][CH2:56]CO. Product: [CH3:1][O:2][C:3]1[CH:4]=[C:5]2[C:10](=[CH:11][C:12]=1[O:13][CH3:14])[N:9]=[CH:8][CH:7]=[C:6]2[O:15][C:16]1[C:22]([CH3:23])=[CH:21][C:19]([NH:20][C:43](=[O:49])[O:44][CH2:45][CH2:56][O:55][C:54]2[CH:59]=[CH:60][CH:61]=[C:52]([F:51])[CH:53]=2)=[C:18]([CH3:24])[CH:17]=1. The catalyst class is: 2.